Task: Predict the reaction yield, written as a fraction of the theoretical maximum amount of product (1.0 means a 100% yield; for example, 0.34 means a 34% yield).. Dataset: Reaction yield outcomes from USPTO patents with 853,638 reactions The reactants are [CH3:1][O:2][C:3]1[C:24]([O:25][CH3:26])=[CH:23][C:6]2[NH:7][C:8]([C:10]([NH:12][C:13]3[CH:22]=[CH:21][CH:20]=[CH:19][C:14]=3[C:15]([O:17]C)=[O:16])=[O:11])=[N:9][C:5]=2[CH:4]=1.[OH-].[Na+]. The catalyst is C1COCC1.CO. The product is [CH3:1][O:2][C:3]1[C:24]([O:25][CH3:26])=[CH:23][C:6]2[NH:7][C:8]([C:10]([NH:12][C:13]3[CH:22]=[CH:21][CH:20]=[CH:19][C:14]=3[C:15]([OH:17])=[O:16])=[O:11])=[N:9][C:5]=2[CH:4]=1. The yield is 0.471.